From a dataset of Full USPTO retrosynthesis dataset with 1.9M reactions from patents (1976-2016). Predict the reactants needed to synthesize the given product. Given the product [CH3:1][O:7][C:8]1[CH:13]=[CH:12][C:11]([N+:14]([O-:16])=[O:15])=[C:10]([F:17])[CH:9]=1, predict the reactants needed to synthesize it. The reactants are: [C:1]([O-])([O-])=O.[K+].[K+].[OH:7][C:8]1[CH:13]=[CH:12][C:11]([N+:14]([O-:16])=[O:15])=[C:10]([F:17])[CH:9]=1.CI.